From a dataset of Reaction yield outcomes from USPTO patents with 853,638 reactions. Predict the reaction yield, written as a fraction of the theoretical maximum amount of product (1.0 means a 100% yield; for example, 0.34 means a 34% yield). (1) The reactants are Cl[C:2]1[CH:3]=[C:4]([NH:10][C:11]2[CH:16]=[CH:15][C:14]([CH:17]3[CH2:22][CH2:21][N:20]([CH2:23][CH3:24])[CH2:19][CH2:18]3)=[CH:13][N:12]=2)[C:5](=[O:9])[N:6]([CH3:8])[N:7]=1.[C:25]([O:28][CH2:29][C:30]1[C:35]([N:36]2[N:45]=[CH:44][C:43]3[C:38](=[C:39]([F:50])[CH:40]=[C:41]([C:46]([CH3:49])([CH3:48])[CH3:47])[CH:42]=3)[C:37]2=[O:51])=[CH:34][CH:33]=[CH:32][C:31]=1[B-](F)(F)F)(=[O:27])[CH3:26].[K+].CC(C1C=C(C(C)C)C(C2C=CC=CC=2P(C2CCCCC2)C2CCCCC2)=C(C(C)C)C=1)C.[O-]P([O-])([O-])=O.[K+].[K+].[K+]. The catalyst is C1C=CC(/C=C/C(/C=C/C2C=CC=CC=2)=O)=CC=1.C1C=CC(/C=C/C(/C=C/C2C=CC=CC=2)=O)=CC=1.[Pd].O.C(O)CCC. The product is [C:25]([O:28][CH2:29][C:30]1[C:31]([C:2]2[CH:3]=[C:4]([NH:10][C:11]3[CH:16]=[CH:15][C:14]([CH:17]4[CH2:22][CH2:21][N:20]([CH2:23][CH3:24])[CH2:19][CH2:18]4)=[CH:13][N:12]=3)[C:5](=[O:9])[N:6]([CH3:8])[N:7]=2)=[CH:32][CH:33]=[CH:34][C:35]=1[N:36]1[N:45]=[CH:44][C:43]2[C:38](=[C:39]([F:50])[CH:40]=[C:41]([C:46]([CH3:48])([CH3:47])[CH3:49])[CH:42]=2)[C:37]1=[O:51])(=[O:27])[CH3:26]. The yield is 0.620. (2) The reactants are [Cl:1][C:2]1[N:3]=[C:4](Cl)[C:5]2[C:10]([C:11]3[CH:20]=[CH:19][C:14]4[N:15]=[C:16]([CH3:18])[O:17][C:13]=4[CH:12]=3)=[CH:9][N:8]([CH2:21][O:22][CH2:23][CH2:24][Si:25]([CH3:28])([CH3:27])[CH3:26])[C:6]=2[N:7]=1.[O:30]1[CH2:34][CH2:33][C@H:32]([OH:35])[CH2:31]1.CC(C)([O-])C.[Na+]. The product is [Cl:1][C:2]1[N:3]=[C:4]([O:35][C@H:32]2[CH2:33][CH2:34][O:30][CH2:31]2)[C:5]2[C:10]([C:11]3[CH:20]=[CH:19][C:14]4[N:15]=[C:16]([CH3:18])[O:17][C:13]=4[CH:12]=3)=[CH:9][N:8]([CH2:21][O:22][CH2:23][CH2:24][Si:25]([CH3:28])([CH3:26])[CH3:27])[C:6]=2[N:7]=1. The catalyst is O1CCOCC1. The yield is 0.900. (3) The reactants are [Cl:1][C:2]1[CH:3]=[C:4]([C:13]([OH:15])=[O:14])[S:5][C:6]=1[C:7]1[N:11]([CH3:12])[N:10]=[CH:9][CH:8]=1.[Cl:16]N1C(=O)CCC1=O. The catalyst is C1COCC1. The product is [Cl:1][C:2]1[CH:3]=[C:4]([C:13]([OH:15])=[O:14])[S:5][C:6]=1[C:7]1[N:11]([CH3:12])[N:10]=[CH:9][C:8]=1[Cl:16]. The yield is 0.980. (4) The catalyst is C1(C)C=CC=CC=1.C1OCCOCCOCCOCCOCCOC1. The reactants are [N:1]1[C:8]([Cl:9])=[N:7][C:5]([Cl:6])=[N:4][C:2]=1Cl.C(=O)([O-])[O-].[K+].[K+].[Cl:16][C:17]1[CH:23]=[CH:22][C:20]([NH2:21])=[CH:19][CH:18]=1.C(OCC)(=O)C. The yield is 0.530. The product is [Cl:16][C:17]1[CH:23]=[CH:22][C:20]([NH:21][C:2]2[N:1]=[C:8]([Cl:9])[N:7]=[C:5]([Cl:6])[N:4]=2)=[CH:19][CH:18]=1. (5) The reactants are C[Mg]Br.[CH3:4]COCC.[CH3:9][C:10]1[CH:19]=[CH:18][C:17]2[C:12](=[CH:13][CH:14]=[CH:15][C:16]=2[N:20]2[CH2:25][CH2:24][N:23]([CH2:26][CH2:27][C:28]([C:30]3[CH:31]=[CH:32][C:33]4[O:38][CH2:37][C:36](=[O:39])[NH:35][C:34]=4[CH:40]=3)=[O:29])[CH2:22][CH2:21]2)[N:11]=1. The catalyst is C1COCC1. The product is [OH:29][C:28]([C:30]1[CH:31]=[CH:32][C:33]2[O:38][CH2:37][C:36](=[O:39])[NH:35][C:34]=2[CH:40]=1)([CH3:4])[CH2:27][CH2:26][N:23]1[CH2:22][CH2:21][N:20]([C:16]2[CH:15]=[CH:14][CH:13]=[C:12]3[C:17]=2[CH:18]=[CH:19][C:10]([CH3:9])=[N:11]3)[CH2:25][CH2:24]1. The yield is 0.600.